From a dataset of Forward reaction prediction with 1.9M reactions from USPTO patents (1976-2016). Predict the product of the given reaction. (1) The product is: [Cl:44][C:8]1[CH:9]=[C:10]([S:13][C:14]2[CH:19]=[C:18]([O:20][CH2:21][C:22]3[CH:23]=[CH:24][C:25]([CH2:28][N:29]4[CH2:34][CH2:33][O:32][CH2:31][CH2:30]4)=[CH:26][CH:27]=3)[CH:17]=[C:16]([C:35]#[C:36][C:37]3[CH:38]=[CH:39][C:40]([Cl:43])=[CH:41][CH:42]=3)[CH:15]=2)[CH:11]=[CH:12][C:7]=1[O:6][CH2:5][C:4]([OH:45])=[O:3]. Given the reactants C([O:3][C:4](=[O:45])[CH2:5][O:6][C:7]1[CH:12]=[CH:11][C:10]([S:13][C:14]2[CH:19]=[C:18]([O:20][CH2:21][C:22]3[CH:27]=[CH:26][C:25]([CH2:28][N:29]4[CH2:34][CH2:33][O:32][CH2:31][CH2:30]4)=[CH:24][CH:23]=3)[CH:17]=[C:16]([C:35]#[C:36][C:37]3[CH:42]=[CH:41][C:40]([Cl:43])=[CH:39][CH:38]=3)[CH:15]=2)=[CH:9][C:8]=1[Cl:44])C.[OH-].[Na+].Cl, predict the reaction product. (2) Given the reactants Br[C:2]1[C:14]2[C:13]3[CH2:12][CH2:11][N:10]([C:15]([O:17][C:18]([CH3:21])([CH3:20])[CH3:19])=[O:16])[CH2:9][C:8]=3[CH:7]=[N:6][C:5]=2[NH:4][N:3]=1.[C:22]1([CH3:31])[CH:27]=[CH:26][CH:25]=[CH:24][C:23]=1B(O)O.C(=O)([O-])[O-].[Cs+].[Cs+], predict the reaction product. The product is: [C:22]1([CH3:31])[CH:27]=[CH:26][CH:25]=[CH:24][C:23]=1[C:2]1[C:14]2[C:13]3[CH2:12][CH2:11][N:10]([C:15]([O:17][C:18]([CH3:21])([CH3:20])[CH3:19])=[O:16])[CH2:9][C:8]=3[CH:7]=[N:6][C:5]=2[NH:4][N:3]=1. (3) Given the reactants [F:1][C:2]1[CH:7]=[CH:6][C:5]([NH:8][C:9](=O)[C@@H:10]([NH:12][C:13]2[N:21]=[CH:20][N:19]=[C:18]3[C:14]=2[N:15]=[CH:16][N:17]3C2CCCCO2)[CH3:11])=[C:4]([NH:29][C:30]2[CH:35]=[N:34][CH:33]=[CH:32][N:31]=2)[CH:3]=1.[OH-].[Na+], predict the reaction product. The product is: [F:1][C:2]1[CH:7]=[CH:6][C:5]2[N:8]=[C:9]([CH:10]([NH:12][C:13]3[N:21]=[CH:20][N:19]=[C:18]4[C:14]=3[NH:15][CH:16]=[N:17]4)[CH3:11])[N:29]([C:30]3[CH:35]=[N:34][CH:33]=[CH:32][N:31]=3)[C:4]=2[CH:3]=1. (4) Given the reactants [CH3:1][C:2]([CH3:33])([CH3:32])[C:3](=[O:31])[CH2:4][O:5][C:6]1[CH:11]=[CH:10][C:9]([CH2:12][CH2:13][CH2:14][C:15]2[CH:16]=[C:17]([C:25](OC)=[O:26])[C:18](=[CH:23][CH:24]=2)[C:19](OC)=[O:20])=[CH:8][C:7]=1[CH2:29][CH3:30].[H-].[Al+3].[Li+].[H-].[H-].[H-].[OH-].[Na+].Cl, predict the reaction product. The product is: [OH:26][CH2:25][C:17]1[CH:16]=[C:15]([CH2:14][CH2:13][CH2:12][C:9]2[CH:10]=[CH:11][C:6]([O:5][CH2:4][CH:3]([OH:31])[C:2]([CH3:32])([CH3:33])[CH3:1])=[C:7]([CH2:29][CH3:30])[CH:8]=2)[CH:24]=[CH:23][C:18]=1[CH2:19][OH:20]. (5) The product is: [Cl:1][C:2]1[CH:3]=[CH:4][C:5]2[N:11]3[C:12]([CH2:15][CH:16]([CH3:18])[CH3:17])=[CH:13][CH:14]=[C:10]3[C@@H:9]([CH2:19][CH2:20][N:41]3[C:42]([CH2:43][C:44]([O:46][CH2:47][CH3:48])=[O:45])=[N:38][N:39]=[N:40]3)[O:8][C@H:7]([C:22]3[CH:27]=[CH:26][CH:25]=[C:24]([O:28][CH3:29])[C:23]=3[O:30][CH3:31])[C:6]=2[CH:32]=1. Given the reactants [Cl:1][C:2]1[CH:3]=[CH:4][C:5]2[N:11]3[C:12]([CH2:15][CH:16]([CH3:18])[CH3:17])=[CH:13][CH:14]=[C:10]3[C@@H:9]([CH2:19][CH2:20]O)[O:8][C@H:7]([C:22]3[CH:27]=[CH:26][CH:25]=[C:24]([O:28][CH3:29])[C:23]=3[O:30][CH3:31])[C:6]=2[CH:32]=1.CS(Cl)(=O)=O.[NH:38]1[C:42]([CH2:43][C:44]([O:46][CH2:47][CH3:48])=[O:45])=[N:41][N:40]=[N:39]1.C(=O)([O-])[O-].[K+].[K+], predict the reaction product. (6) Given the reactants Cl[C:2]1[CH:11]=[C:10]([CH3:12])[C:9]2[C:4](=[N:5][CH:6]=[CH:7][CH:8]=2)[N:3]=1.[NH2:13][NH2:14], predict the reaction product. The product is: [NH:13]([C:2]1[CH:11]=[C:10]([CH3:12])[C:9]2[C:4](=[N:5][CH:6]=[CH:7][CH:8]=2)[N:3]=1)[NH2:14]. (7) Given the reactants Br[C:2]1[CH:3]=[C:4]2[C:13](=[CH:14][CH:15]=1)[O:12][CH2:11][C:10]1[N:5]2[CH:6]([CH3:25])[C:7](=[O:24])[N:8]([CH2:16][O:17][CH2:18][CH2:19][Si:20]([CH3:23])([CH3:22])[CH3:21])[N:9]=1.[C:26]([O:30][C:31]([N:33]1[CH2:37][CH2:36][C@@:35]([NH2:39])([CH3:38])[CH2:34]1)=[O:32])([CH3:29])([CH3:28])[CH3:27].C1(P(C2CCCCC2)C2C=CC=CC=2C2C(C(C)C)=CC(C(C)C)=CC=2C(C)C)CCCCC1.C(=O)([O-])[O-].[Cs+].[Cs+], predict the reaction product. The product is: [C:26]([O:30][C:31]([N:33]1[CH2:37][CH2:36][C@:35]([CH3:38])([NH:39][C:2]2[CH:3]=[C:4]3[C:13](=[CH:14][CH:15]=2)[O:12][CH2:11][C:10]2[N:5]3[CH:6]([CH3:25])[C:7](=[O:24])[N:8]([CH2:16][O:17][CH2:18][CH2:19][Si:20]([CH3:23])([CH3:22])[CH3:21])[N:9]=2)[CH2:34]1)=[O:32])([CH3:29])([CH3:27])[CH3:28]. (8) Given the reactants [NH2:1][C:2]1[CH:7]=[CH:6][C:5]([Br:8])=[CH:4][C:3]=1[C:9]([F:12])([F:11])[F:10].CCN(CC)CC.[CH3:20][S:21](Cl)(=[O:23])=[O:22], predict the reaction product. The product is: [Br:8][C:5]1[CH:6]=[CH:7][C:2]([NH:1][S:21]([CH3:20])(=[O:23])=[O:22])=[C:3]([C:9]([F:12])([F:10])[F:11])[CH:4]=1.